The task is: Predict the product of the given reaction.. This data is from Forward reaction prediction with 1.9M reactions from USPTO patents (1976-2016). (1) The product is: [Cl:38][C:36]1[CH:37]=[C:29]2[C:30](=[CH:34][CH:35]=1)[C:31](=[O:32])[N:5]([CH2:6][C:7]1[CH:8]=[CH:9][C:10]([S:13]([NH2:16])(=[O:14])=[O:15])=[CH:11][CH:12]=1)[C:4]([C:3](=[O:2])[CH2:17][CH2:18][CH2:19][CH3:20])=[C:21]2[C:22]1[CH:27]=[CH:26][CH:25]=[CH:24][CH:23]=1. Given the reactants Cl.[OH:2][CH:3]([CH2:17][CH2:18][CH2:19][CH3:20])[CH2:4][NH:5][CH2:6][C:7]1[CH:12]=[CH:11][C:10]([S:13]([NH2:16])(=[O:15])=[O:14])=[CH:9][CH:8]=1.[C:21]([C:29]1[CH:37]=[C:36]([Cl:38])[CH:35]=[CH:34][C:30]=1[C:31](O)=[O:32])(=O)[C:22]1[CH:27]=[CH:26][CH:25]=[CH:24][CH:23]=1, predict the reaction product. (2) Given the reactants [C:1]([C:5]1[N:10]=[C:9]([NH:11][C:12]([C:14]2[CH:36]=[CH:35][C:17]([O:18][C:19]3[CH:28]=[C:27]4[C:22]([CH:23]([C:29]([O:31]CC)=[O:30])[CH2:24][CH2:25][O:26]4)=[CH:21][C:20]=3[Cl:34])=[CH:16][CH:15]=2)=[O:13])[CH:8]=[CH:7][CH:6]=1)([CH3:4])([CH3:3])[CH3:2].[OH-].[Na+].C(O)C, predict the reaction product. The product is: [C:1]([C:5]1[N:10]=[C:9]([NH:11][C:12]([C:14]2[CH:36]=[CH:35][C:17]([O:18][C:19]3[CH:28]=[C:27]4[C:22]([CH:23]([C:29]([OH:31])=[O:30])[CH2:24][CH2:25][O:26]4)=[CH:21][C:20]=3[Cl:34])=[CH:16][CH:15]=2)=[O:13])[CH:8]=[CH:7][CH:6]=1)([CH3:4])([CH3:2])[CH3:3]. (3) The product is: [Cl:28][C:17]1[CH:18]=[N:19][C:20]2[C:25]([C:16]=1[N:13]1[CH2:12][CH2:11][CH:10]([CH2:9][CH2:8][NH2:7])[CH2:15][CH2:14]1)=[CH:24][C:23]([O:26][CH3:27])=[CH:22][CH:21]=2. Given the reactants C(OC(=O)[NH:7][CH2:8][CH2:9][CH:10]1[CH2:15][CH2:14][N:13]([C:16]2[C:25]3[C:20](=[CH:21][CH:22]=[C:23]([O:26][CH3:27])[CH:24]=3)[N:19]=[CH:18][C:17]=2[Cl:28])[CH2:12][CH2:11]1)(C)(C)C.C(O)(C(F)(F)F)=O, predict the reaction product. (4) Given the reactants F[B-](F)(F)F.[CH3:6][O+](C)C.[F:10][C:11]1[CH:16]=[C:15]([O:17][CH3:18])[C:14]([O:19][CH3:20])=[CH:13][C:12]=1[CH:21]([NH:25][C:26]1[CH:31]=[CH:30][C:29]([C:32]2[N:36]=[C:35]([CH3:37])[O:34][N:33]=2)=[CH:28][CH:27]=1)[C:22]([NH2:24])=[S:23].C(=O)([O-])O.[Na+], predict the reaction product. The product is: [CH3:6][S:23][C:22](=[NH:24])[CH:21]([C:12]1[CH:13]=[C:14]([O:19][CH3:20])[C:15]([O:17][CH3:18])=[CH:16][C:11]=1[F:10])[NH:25][C:26]1[CH:27]=[CH:28][C:29]([C:32]2[N:36]=[C:35]([CH3:37])[O:34][N:33]=2)=[CH:30][CH:31]=1. (5) The product is: [C:12]1([C:11]([C:18]2[CH:19]=[CH:20][CH:21]=[CH:22][CH:23]=2)=[N:2][CH2:1][C:3]2[CH:10]=[CH:9][C:6]([C:7]#[N:8])=[CH:5][CH:4]=2)[CH:17]=[CH:16][CH:15]=[CH:14][CH:13]=1. Given the reactants [C:1]([C:3]1[CH:10]=[CH:9][C:6]([CH2:7][NH2:8])=[CH:5][CH:4]=1)#[N:2].[C:11](=N)([C:18]1[CH:23]=[CH:22][CH:21]=[CH:20][CH:19]=1)[C:12]1[CH:17]=[CH:16][CH:15]=[CH:14][CH:13]=1, predict the reaction product. (6) Given the reactants [CH:1]1[C:13]2[CH:12]([N:14]3[CH:19]=[CH:18][CH:17]=[C:16]([C:20](O)=[O:21])[C:15]3=[O:23])[C:11]3[C:6](=[CH:7][CH:8]=[CH:9][CH:10]=3)[C:5]=2[CH:4]=[CH:3][CH:2]=1.[NH2:24][C@@H:25]([CH2:33][CH2:34][CH2:35][NH:36][C:37]([NH:39][S:40]([C:43]1[C:44]([CH3:57])=[C:45]2[C:50](=[C:51]([CH3:54])[C:52]=1[CH3:53])[O:49][C:48]([CH3:56])([CH3:55])[CH2:47][CH2:46]2)(=[O:42])=[O:41])=[NH:38])[C:26]([O:28][C:29]([CH3:32])([CH3:31])[CH3:30])=[O:27].CN(C(ON1N=NC2C=CC=CC1=2)=[N+](C)C)C.F[P-](F)(F)(F)(F)F.CCN(C(C)C)C(C)C, predict the reaction product. The product is: [CH:10]1[C:11]2[CH:12]([N:14]3[CH:19]=[CH:18][CH:17]=[C:16]([C:20]([NH:24][C@@H:25]([CH2:33][CH2:34][CH2:35][NH:36][C:37]([NH:39][S:40]([C:43]4[C:44]([CH3:57])=[C:45]5[C:50](=[C:51]([CH3:54])[C:52]=4[CH3:53])[O:49][C:48]([CH3:56])([CH3:55])[CH2:47][CH2:46]5)(=[O:41])=[O:42])=[NH:38])[C:26]([O:28][C:29]([CH3:30])([CH3:31])[CH3:32])=[O:27])=[O:21])[C:15]3=[O:23])[C:13]3[C:5](=[CH:4][CH:3]=[CH:2][CH:1]=3)[C:6]=2[CH:7]=[CH:8][CH:9]=1. (7) Given the reactants C([O:3][C:4]([C:6]1[CH:11]=[CH:10][C:9]([C:12]2[CH:17]=[CH:16][CH:15]=[C:14]([C:18]3[O:19][C:20]([CH3:41])=[C:21]([CH2:23][CH2:24][O:25][C:26]4[CH:31]=[CH:30][CH:29]=[C:28]([O:32][C:33]([C:36]([O:38]CC)=[O:37])([CH3:35])[CH3:34])[CH:27]=4)[N:22]=3)[CH:13]=2)=[CH:8][CH:7]=1)=[O:5])C.[OH-].[Na+].Cl, predict the reaction product. The product is: [C:36]([C:33]([CH3:35])([O:32][C:28]1[CH:27]=[C:26]([CH:31]=[CH:30][CH:29]=1)[O:25][CH2:24][CH2:23][C:21]1[N:22]=[C:18]([C:14]2[CH:13]=[C:12]([C:9]3[CH:8]=[CH:7][C:6]([C:4]([OH:5])=[O:3])=[CH:11][CH:10]=3)[CH:17]=[CH:16][CH:15]=2)[O:19][C:20]=1[CH3:41])[CH3:34])([OH:38])=[O:37]. (8) Given the reactants [CH2:1]1[C:10]2[C:5](=[CH:6][CH:7]=[CH:8][CH:9]=2)[CH2:4][CH2:3][NH:2]1.Br[CH2:12][C:13]1[O:17][N:16]=[C:15]([C:18]2[CH:23]=[CH:22][CH:21]=[CH:20][CH:19]=2)[CH:14]=1, predict the reaction product. The product is: [C:18]1([C:15]2[CH:14]=[C:13]([CH2:12][N:2]3[CH2:3][CH2:4][C:5]4[C:10](=[CH:9][CH:8]=[CH:7][CH:6]=4)[CH2:1]3)[O:17][N:16]=2)[CH:19]=[CH:20][CH:21]=[CH:22][CH:23]=1.